Task: Regression. Given two drug SMILES strings and cell line genomic features, predict the synergy score measuring deviation from expected non-interaction effect.. Dataset: NCI-60 drug combinations with 297,098 pairs across 59 cell lines (1) Drug 1: CC(C)(C#N)C1=CC(=CC(=C1)CN2C=NC=N2)C(C)(C)C#N. Drug 2: CCCCCOC(=O)NC1=NC(=O)N(C=C1F)C2C(C(C(O2)C)O)O. Cell line: COLO 205. Synergy scores: CSS=2.32, Synergy_ZIP=0.341, Synergy_Bliss=0.684, Synergy_Loewe=-0.319, Synergy_HSA=0.311. (2) Drug 1: C1C(C(OC1N2C=NC3=C(N=C(N=C32)Cl)N)CO)O. Drug 2: CC12CCC3C(C1CCC2O)C(CC4=C3C=CC(=C4)O)CCCCCCCCCS(=O)CCCC(C(F)(F)F)(F)F. Cell line: MCF7. Synergy scores: CSS=17.3, Synergy_ZIP=0.509, Synergy_Bliss=0.219, Synergy_Loewe=-5.33, Synergy_HSA=-1.02. (3) Drug 1: C1=CC(=CC=C1CC(C(=O)O)N)N(CCCl)CCCl.Cl. Drug 2: COCCOC1=C(C=C2C(=C1)C(=NC=N2)NC3=CC=CC(=C3)C#C)OCCOC.Cl. Cell line: 786-0. Synergy scores: CSS=31.1, Synergy_ZIP=-0.306, Synergy_Bliss=4.39, Synergy_Loewe=1.85, Synergy_HSA=3.35. (4) Drug 1: CNC(=O)C1=CC=CC=C1SC2=CC3=C(C=C2)C(=NN3)C=CC4=CC=CC=N4. Drug 2: C(=O)(N)NO. Cell line: OVCAR-5. Synergy scores: CSS=5.80, Synergy_ZIP=2.44, Synergy_Bliss=5.51, Synergy_Loewe=4.08, Synergy_HSA=3.73.